This data is from Full USPTO retrosynthesis dataset with 1.9M reactions from patents (1976-2016). The task is: Predict the reactants needed to synthesize the given product. (1) Given the product [F:1][C:2]1[CH:10]=[CH:9][CH:8]=[C:7]2[C:3]=1[CH2:4][CH2:5][N:6]2[C@@H:21]1[O:22][C@H:13]([CH2:12][OH:11])[C@@H:15]([OH:16])[C@H:17]([OH:18])[C@H:19]1[OH:20], predict the reactants needed to synthesize it. The reactants are: [F:1][C:2]1[CH:10]=[CH:9][CH:8]=[C:7]2[C:3]=1[CH2:4][CH2:5][NH:6]2.[O:11]=[CH:12][C@@H:13]([C@H:15]([C@@H:17]([C@@H:19]([CH2:21][OH:22])[OH:20])[OH:18])[OH:16])O.C(O)C. (2) Given the product [CH3:16][C:13]1([CH3:15])[C:12]([CH3:17])([CH3:18])[O:11][B:10]([C:20]2[CH:21]=[CH:22][C:23]([C:26]3[S:27][CH:28]=[CH:29][C:30]=3[NH:31][S:32]([CH:35]([CH3:37])[CH3:36])(=[O:33])=[O:34])=[CH:24][CH:25]=2)[O:14]1, predict the reactants needed to synthesize it. The reactants are: [B:10]1([B:10]2[O:14][C:13]([CH3:16])([CH3:15])[C:12]([CH3:18])([CH3:17])[O:11]2)[O:14][C:13]([CH3:16])([CH3:15])[C:12]([CH3:18])([CH3:17])[O:11]1.Br[C:20]1[CH:25]=[CH:24][C:23]([C:26]2[S:27][CH:28]=[CH:29][C:30]=2[NH:31][S:32]([CH:35]([CH3:37])[CH3:36])(=[O:34])=[O:33])=[CH:22][CH:21]=1.C([O-])(=O)C.[K+].[Na+].[Cl-]. (3) Given the product [Cl:32][C:31]1[CH:30]=[CH:29][CH:28]=[C:27]([Cl:33])[C:26]=1[N:23]1[C:24](=[NH:25])[C:18]2[C:19](=[N:20][C:15]([NH:12][C:8]3[CH:7]=[C:6]4[C:11]([C:2]([CH3:13])([CH3:1])[CH2:3][NH:4][CH2:5]4)=[CH:10][CH:9]=3)=[N:16][CH:17]=2)[N:21]([CH3:35])[C:22]1=[O:34], predict the reactants needed to synthesize it. The reactants are: [CH3:1][C:2]1([CH3:13])[C:11]2[C:6](=[CH:7][C:8]([NH2:12])=[CH:9][CH:10]=2)[CH2:5][NH:4][CH2:3]1.Cl[C:15]1[N:20]=[C:19]2[N:21]([CH3:35])[C:22](=[O:34])[N:23]([C:26]3[C:31]([Cl:32])=[CH:30][CH:29]=[CH:28][C:27]=3[Cl:33])[C:24](=[NH:25])[C:18]2=[CH:17][N:16]=1.ClC1N=C2NC(=O)N(C3C(Cl)=CC=CC=3Cl)C(=N)C2=CN=1. (4) The reactants are: [CH2:1]([O:3][C:4]([C:6]1[NH:10][C:9]2[S:11][CH:12]=[CH:13][C:8]=2C=1)=[O:5])[CH3:2].[Cl:14]N1C(=O)CCC1=O.[CH:22]([Cl:25])(Cl)Cl. Given the product [CH2:1]([O:3][C:4]([C:6]1[NH:10][C:9]2[S:11][C:12]([Cl:14])=[CH:13][C:8]=2[C:22]=1[Cl:25])=[O:5])[CH3:2], predict the reactants needed to synthesize it. (5) Given the product [C:1]1([CH2:7][C:8]#[C:9][OH:10])[CH:6]=[CH:5][CH:4]=[CH:3][CH:2]=1, predict the reactants needed to synthesize it. The reactants are: [C:1]1([CH2:7][CH2:8][CH:9]=[O:10])[CH:6]=[CH:5][CH:4]=[CH:3][CH:2]=1.C[Si](C)(C)O[SiH](C)C.[F-].C([N+](CCCC)(CCCC)CCCC)CCC. (6) Given the product [CH3:37][C:13]1[C:14]([N:18]([CH2:22][C:23]2[CH:35]=[CH:34][C:26]([O:27][CH2:28][C:29]([OH:31])=[O:30])=[C:25]([CH3:36])[CH:24]=2)[CH2:19][CH2:20][CH3:21])=[CH:15][CH:16]=[CH:17][C:12]=1[C:5]1[CH:6]=[CH:7][C:2]([CH3:1])=[CH:3][CH:4]=1, predict the reactants needed to synthesize it. The reactants are: [CH3:1][C:2]1[CH:7]=[CH:6][C:5](B(O)O)=[CH:4][CH:3]=1.Br[C:12]1[C:13]([CH3:37])=[C:14]([N:18]([CH2:22][C:23]2[CH:35]=[CH:34][C:26]([O:27][CH2:28][C:29]([O:31]CC)=[O:30])=[C:25]([CH3:36])[CH:24]=2)[CH2:19][CH2:20][CH3:21])[CH:15]=[CH:16][CH:17]=1. (7) Given the product [C:25]([NH:28][C:29]1[CH:30]=[C:31]([C:32]2[N:17]([CH:18]3[CH2:19][CH2:20][O:21][CH2:22][CH2:23]3)[C:13]3[CH:12]=[CH:11][C:10]([C:8]4[O:9][C:5]5[CH:4]=[CH:3][C:2]([Cl:1])=[CH:24][C:6]=5[N:7]=4)=[CH:16][C:14]=3[N:15]=2)[CH:35]=[CH:36][CH:37]=1)(=[O:27])[CH3:26], predict the reactants needed to synthesize it. The reactants are: [Cl:1][C:2]1[CH:3]=[CH:4][C:5]2[O:9][C:8]([C:10]3[CH:11]=[CH:12][C:13]([NH:17][CH:18]4[CH2:23][CH2:22][O:21][CH2:20][CH2:19]4)=[C:14]([CH:16]=3)[NH2:15])=[N:7][C:6]=2[CH:24]=1.[C:25]([NH:28][C:29]1[CH:30]=[C:31]([CH:35]=[CH:36][CH:37]=1)[C:32](O)=O)(=[O:27])[CH3:26].CCN=C=NCCCN(C)C.C(=O)([O-])O.[Na+].